Dataset: NCI-60 drug combinations with 297,098 pairs across 59 cell lines. Task: Regression. Given two drug SMILES strings and cell line genomic features, predict the synergy score measuring deviation from expected non-interaction effect. Drug 1: CC1=CC=C(C=C1)C2=CC(=NN2C3=CC=C(C=C3)S(=O)(=O)N)C(F)(F)F. Drug 2: C(CC(=O)O)C(=O)CN.Cl. Cell line: EKVX. Synergy scores: CSS=-5.24, Synergy_ZIP=0.0654, Synergy_Bliss=-4.32, Synergy_Loewe=-6.78, Synergy_HSA=-6.87.